This data is from Catalyst prediction with 721,799 reactions and 888 catalyst types from USPTO. The task is: Predict which catalyst facilitates the given reaction. (1) Reactant: [Cl:1][C:2]1[CH:9]=[C:8](F)[C:7]([F:11])=[CH:6][C:3]=1[CH:4]=[O:5].C[O:13]CCOCCO.C(=O)([O-])[O-].[Cs+].[Cs+].O. Product: [Cl:1][C:2]1[CH:9]=[C:8]([OH:13])[C:7]([F:11])=[CH:6][C:3]=1[CH:4]=[O:5]. The catalyst class is: 9. (2) Reactant: [C:1]1([C:7]2[CH:12]=[C:11]([N+:13]([O-:15])=[O:14])[CH:10]=[CH:9][C:8]=2Br)[CH:6]=[CH:5][CH:4]=[CH:3][CH:2]=1.B(O)(O)[C:18]1[CH:23]=[CH:22][C:21]2[C:24]3[C:29]([C:30]([CH3:32])([CH3:31])[C:20]=2[CH:19]=1)=[CH:28][CH:27]=[CH:26][CH:25]=3.C([O-])([O-])=O.[Na+].[Na+].CCO. Product: [N+:13]([C:11]1[CH:10]=[CH:9][C:8]([C:27]2[CH:26]=[CH:25][C:24]3[C:21]4[C:20](=[CH:19][CH:18]=[CH:23][CH:22]=4)[C:30]([CH3:32])([CH3:31])[C:29]=3[CH:28]=2)=[C:7]([C:1]2[CH:6]=[CH:5][CH:4]=[CH:3][CH:2]=2)[CH:12]=1)([O-:15])=[O:14]. The catalyst class is: 206. (3) Reactant: [C:1]([C:3]1[CH:4]=[C:5]([C:10]2[S:14][C:13]([NH:15][CH2:16][C@@H:17]([NH:29]C(=O)OC(C)(C)C)[CH2:18][C:19]3[CH:24]=[CH:23][C:22]([C:25]([F:28])([F:27])[F:26])=[CH:21][CH:20]=3)=[N:12][CH:11]=2)[CH:6]=[CH:7][C:8]=1[F:9])#[N:2].C(O)(C(F)(F)F)=O. Product: [NH2:29][C@@H:17]([CH2:18][C:19]1[CH:24]=[CH:23][C:22]([C:25]([F:26])([F:28])[F:27])=[CH:21][CH:20]=1)[CH2:16][NH:15][C:13]1[S:14][C:10]([C:5]2[CH:6]=[CH:7][C:8]([F:9])=[C:3]([CH:4]=2)[C:1]#[N:2])=[CH:11][N:12]=1. The catalyst class is: 2. (4) Reactant: [C:1]([N:8]1[C@@H:12]([C:13]2[CH:18]=[CH:17][CH:16]=[CH:15][CH:14]=2)[CH2:11][O:10][C:9]1=[O:19])(=[O:7])[CH2:2][CH2:3][CH2:4][C:5]#[CH:6].[Cl-].[Mg+2].[Cl-].C(N(CC)CC)C.[CH:30](=[O:37])[C:31]1[CH:36]=[CH:35][CH:34]=[CH:33][CH:32]=1.Cl[Si](C)(C)C. Product: [OH:37][C@H:30]([C:31]1[CH:36]=[CH:35][CH:34]=[CH:33][CH:32]=1)[C@@H:2]([CH2:3][CH2:4][C:5]#[CH:6])[C:1]([N:8]1[C@@H:12]([C:13]2[CH:14]=[CH:15][CH:16]=[CH:17][CH:18]=2)[CH2:11][O:10][C:9]1=[O:19])=[O:7]. The catalyst class is: 13. (5) Reactant: [Cl:1][C:2]1[CH:7]=[C:6]([CH3:8])[CH:5]=[CH:4][C:3]=1[NH:9][C:10]([CH2:12][CH:13]([C:18]1[C:22]([CH:23]2[CH2:25][CH2:24]2)=[C:21]([CH:26]2[CH2:29][CH:28]([CH2:30][CH:31]([CH2:34][CH3:35])[CH2:32][CH3:33])[CH2:27]2)[O:20][N:19]=1)[CH2:14][C:15]([OH:17])=[O:16])=[O:11].[OH-].[Na+:37]. The catalyst class is: 8. Product: [Na+:37].[Cl:1][C:2]1[CH:7]=[C:6]([CH3:8])[CH:5]=[CH:4][C:3]=1[NH:9][C:10]([CH2:12][CH:13]([C:18]1[C:22]([CH:23]2[CH2:24][CH2:25]2)=[C:21]([CH:26]2[CH2:27][CH:28]([CH2:30][CH:31]([CH2:34][CH3:35])[CH2:32][CH3:33])[CH2:29]2)[O:20][N:19]=1)[CH2:14][C:15]([O-:17])=[O:16])=[O:11]. (6) Reactant: [CH3:1][N:2]1[C:11]2[C:6](=[C:7]([N+:12]([O-])=O)[CH:8]=[CH:9][CH:10]=2)[CH:5]=[CH:4][C:3]1=[O:15].[H][H]. Product: [NH2:12][C:7]1[CH:8]=[CH:9][CH:10]=[C:11]2[C:6]=1[CH:5]=[CH:4][C:3](=[O:15])[N:2]2[CH3:1]. The catalyst class is: 312.